Dataset: Reaction yield outcomes from USPTO patents with 853,638 reactions. Task: Predict the reaction yield, written as a fraction of the theoretical maximum amount of product (1.0 means a 100% yield; for example, 0.34 means a 34% yield). The reactants are Br[C:2]1[CH:7]=[CH:6][C:5]([CH:8]([CH3:15])[CH2:9][NH:10][S:11]([CH3:14])(=[O:13])=[O:12])=[CH:4][CH:3]=1.[CH:16]([C:18]1[CH:23]=[CH:22][C:21](B(O)O)=[CH:20][CH:19]=1)=[O:17].C(=O)([O-])[O-].[K+].[K+].O. The catalyst is C1(C)C=CC=CC=1.C1C=CC([P]([Pd]([P](C2C=CC=CC=2)(C2C=CC=CC=2)C2C=CC=CC=2)([P](C2C=CC=CC=2)(C2C=CC=CC=2)C2C=CC=CC=2)[P](C2C=CC=CC=2)(C2C=CC=CC=2)C2C=CC=CC=2)(C2C=CC=CC=2)C2C=CC=CC=2)=CC=1. The product is [CH:16]([C:18]1[CH:23]=[CH:22][C:21]([C:2]2[CH:7]=[CH:6][C:5]([CH:8]([CH3:15])[CH2:9][NH:10][S:11]([CH3:14])(=[O:13])=[O:12])=[CH:4][CH:3]=2)=[CH:20][CH:19]=1)=[O:17]. The yield is 0.320.